From a dataset of Full USPTO retrosynthesis dataset with 1.9M reactions from patents (1976-2016). Predict the reactants needed to synthesize the given product. (1) Given the product [CH2:1]([O:8][C:9](=[O:31])[NH:10][C@@H:11]1[C:14](=[O:15])[N:13]([CH2:16][C:17]2[CH:22]=[CH:21][C:20]([O:23][CH3:24])=[CH:19][C:18]=2[O:25][CH3:26])[C@@H:12]1[CH:27]=[O:30])[C:2]1[CH:7]=[CH:6][CH:5]=[CH:4][CH:3]=1, predict the reactants needed to synthesize it. The reactants are: [CH2:1]([O:8][C:9](=[O:31])[NH:10][C@@H:11]1[C:14](=[O:15])[N:13]([CH2:16][C:17]2[CH:22]=[CH:21][C:20]([O:23][CH3:24])=[CH:19][C:18]=2[O:25][CH3:26])[C@@H:12]1[C@@H:27]([OH:30])CO)[C:2]1[CH:7]=[CH:6][CH:5]=[CH:4][CH:3]=1.I([O-])(=O)(=O)=O.[Na+]. (2) Given the product [CH:2]1([CH2:1][OH:11])[CH2:10][CH2:9][CH:5]([CH2:6][OH:7])[CH2:4][CH2:3]1, predict the reactants needed to synthesize it. The reactants are: [C:1](O)(=[O:11])[C:2]1[CH:10]=[CH:9][C:5]([C:6](O)=[O:7])=[CH:4][CH:3]=1.